Dataset: Full USPTO retrosynthesis dataset with 1.9M reactions from patents (1976-2016). Task: Predict the reactants needed to synthesize the given product. (1) Given the product [Si:1]([O:8][CH2:9][C:10]1[CH:11]=[C:12]([NH:16][C:27](=[O:28])[O:29][CH2:30][CH3:31])[CH:13]=[N:14][CH:15]=1)([C:4]([CH3:7])([CH3:6])[CH3:5])([CH3:3])[CH3:2], predict the reactants needed to synthesize it. The reactants are: [Si:1]([O:8][CH2:9][C:10]1[CH:11]=[C:12]([NH2:16])[CH:13]=[N:14][CH:15]=1)([C:4]([CH3:7])([CH3:6])[CH3:5])([CH3:3])[CH3:2].CCN(C(C)C)C(C)C.Cl[C:27]([O:29][CH2:30][CH3:31])=[O:28].[OH-].[Na+].CO.C(#N)C.C(O)(C(F)(F)F)=O. (2) Given the product [C:14]([O:13][C:11]([N:8]1[CH2:9][CH2:10][C:5]2([CH2:1][N:2]([C:19]3[N:20]=[N:21][C:22]([S:25]([CH3:28])(=[O:27])=[O:26])=[CH:23][CH:24]=3)[CH2:3][CH2:4]2)[CH2:6][CH2:7]1)=[O:12])([CH3:17])([CH3:16])[CH3:15], predict the reactants needed to synthesize it. The reactants are: [CH2:1]1[C:5]2([CH2:10][CH2:9][N:8]([C:11]([O:13][C:14]([CH3:17])([CH3:16])[CH3:15])=[O:12])[CH2:7][CH2:6]2)[CH2:4][CH2:3][NH:2]1.Cl[C:19]1[N:20]=[N:21][C:22]([S:25]([CH3:28])(=[O:27])=[O:26])=[CH:23][CH:24]=1. (3) Given the product [Cl:17][C:12]1[N:11]=[C:10]([NH:9][C@H:5]2[CH2:6][CH2:7][CH2:8][C@:3]([CH2:2][NH:1][C:28](=[O:30])[CH3:29])([OH:18])[CH2:4]2)[C:15]([F:16])=[CH:14][N:13]=1, predict the reactants needed to synthesize it. The reactants are: [NH2:1][CH2:2][C@:3]1([OH:18])[CH2:8][CH2:7][CH2:6][C@H:5]([NH:9][C:10]2[C:15]([F:16])=[CH:14][N:13]=[C:12]([Cl:17])[N:11]=2)[CH2:4]1.CCN(C(C)C)C(C)C.[C:28](Cl)(=[O:30])[CH3:29].Cl.[OH-].[Na+]. (4) Given the product [CH3:21][CH:20]1[CH2:19][N:7]2[N:8]=[C:9]([CH2:11][O:12][C:13]3[CH:18]=[CH:17][CH:16]=[CH:15][CH:14]=3)[CH:10]=[C:6]2[C:23](=[O:25])[NH:22]1, predict the reactants needed to synthesize it. The reactants are: C(OC([C:6]1[N:7]([CH2:19][CH:20]([NH:22][C:23]([O:25]C(C)(C)C)=O)[CH3:21])[N:8]=[C:9]([CH2:11][O:12][C:13]2[CH:18]=[CH:17][CH:16]=[CH:15][CH:14]=2)[CH:10]=1)=O)C.C([O-])([O-])=O.[Na+].[Na+]. (5) Given the product [CH3:1][O:2][C:3]1[CH:4]=[C:5]([NH:14][C:15](=[O:19])[C:16]([NH:22][C:26]([CH3:32])([CH3:25])[CH2:27][C:28]2[CH:47]=[CH:46][N:45]=[CH:50][CH:49]=2)=[O:18])[CH:6]=[CH:7][C:8]=1[C:9]1[O:13][CH:12]=[N:11][CH:10]=1, predict the reactants needed to synthesize it. The reactants are: [CH3:1][O:2][C:3]1[CH:4]=[C:5]([NH:14][C:15](=[O:19])[C:16]([OH:18])=O)[CH:6]=[CH:7][C:8]=1[C:9]1[O:13][CH:12]=[N:11][CH:10]=1.O.O[N:22]1[C:26]2[CH:27]=[CH:28]C=C[C:25]=2N=N1.Cl.[CH3:32]N(C)CCCN=C=NCC.C([N:45]1[CH2:50][CH2:49]O[CH2:47][CH2:46]1)C. (6) Given the product [F:25][C:24]([F:26])([F:27])[S:21]([O:20][C:17]1[CH:18]=[C:19]2[C:8]3[C:9](=[N:10][CH:11]=[CH:12][C:7]=3[C:39]3[CH:38]=[CH:37][C:36]([C:35](=[O:51])[NH:34][CH2:33][CH2:32][N:31]([CH3:30])[CH3:52])=[CH:41][CH:40]=3)[NH:13][C:14]2=[CH:15][N:16]=1)(=[O:23])=[O:22], predict the reactants needed to synthesize it. The reactants are: FC(F)(F)S(O[C:7]1[CH:12]=[CH:11][N:10]=[C:9]2[NH:13][C:14]3[C:19]([C:8]=12)=[CH:18][C:17]([O:20][S:21]([C:24]([F:27])([F:26])[F:25])(=[O:23])=[O:22])=[N:16][CH:15]=3)(=O)=O.[CH3:30][N:31]([CH3:52])[CH2:32][CH2:33][NH:34][C:35](=[O:51])[C:36]1[CH:41]=[CH:40][C:39](B2OC(C)(C)C(C)(C)O2)=[CH:38][CH:37]=1.C(=O)([O-])[O-].[Cs+].[Cs+].O.